From a dataset of Retrosynthesis with 50K atom-mapped reactions and 10 reaction types from USPTO. Predict the reactants needed to synthesize the given product. (1) Given the product COCCOc1ccc(-c2c(C#N)c(N)nc(SC(C)c3cccc(C(=O)O)c3)c2C#N)cc1, predict the reactants needed to synthesize it. The reactants are: COCCOc1ccc(-c2c(C#N)c(N)nc(SC(C)c3cccc(C(=O)OC)c3)c2C#N)cc1. (2) Given the product COc1cc2c(cc1OC)-c1cc(Oc3ccccc3C(C)(C)C)nc(=O)n1CC2, predict the reactants needed to synthesize it. The reactants are: CC(C)(C)c1ccccc1O.COc1cc2c(cc1OC)-c1cc(Cl)nc(=O)n1CC2.